Dataset: Peptide-MHC class II binding affinity with 134,281 pairs from IEDB. Task: Regression. Given a peptide amino acid sequence and an MHC pseudo amino acid sequence, predict their binding affinity value. This is MHC class II binding data. (1) The peptide sequence is LVGPFNFRFMSKGGMRNVFDEVIPT. The MHC is DRB1_1602 with pseudo-sequence DRB1_1602. The binding affinity (normalized) is 0.629. (2) The peptide sequence is SWIRSCPDLKDCLID. The MHC is DRB1_0405 with pseudo-sequence DRB1_0405. The binding affinity (normalized) is 0.544. (3) The peptide sequence is RNFQKVNPEGLIKEF. The MHC is DRB1_0802 with pseudo-sequence DRB1_0802. The binding affinity (normalized) is 0.276. (4) The peptide sequence is VDLLVNLLPAILSPGA. The MHC is DRB1_0101 with pseudo-sequence DRB1_0101. The binding affinity (normalized) is 0. (5) The peptide sequence is EFESLFKCLSHISLS. The MHC is DRB1_0405 with pseudo-sequence DRB1_0405. The binding affinity (normalized) is 0.444. (6) The peptide sequence is AEGLSGEPKGAAESS. The MHC is HLA-DQA10101-DQB10501 with pseudo-sequence HLA-DQA10101-DQB10501. The binding affinity (normalized) is 0.